The task is: Predict the reaction yield, written as a fraction of the theoretical maximum amount of product (1.0 means a 100% yield; for example, 0.34 means a 34% yield).. This data is from Reaction yield outcomes from USPTO patents with 853,638 reactions. The yield is 0.430. The product is [CH2:23]([O:24][C:25](=[O:35])[CH:26]=[C:11]([C:5]1[CH:6]=[CH:7][C:8]([O:9][CH3:10])=[C:3]([O:2][CH3:1])[CH:4]=1)[C:13]1[CH:18]=[C:17]([O:19][CH3:20])[CH:16]=[C:15]([O:21][CH3:22])[CH:14]=1)[CH3:36]. The reactants are [CH3:1][O:2][C:3]1[CH:4]=[C:5]([C:11]([C:13]2[CH:18]=[C:17]([O:19][CH3:20])[CH:16]=[C:15]([O:21][CH3:22])[CH:14]=2)=O)[CH:6]=[CH:7][C:8]=1[O:9][CH3:10].[CH3:23][O:24][C:25](=[O:35])[CH2:26]P(OCC)(OCC)=O.[CH3:36][Si]([N-][Si](C)(C)C)(C)C.[Li+].COC1C=C(C(C2C=CC=C(OC)C=2)=CC#N)C=C(OC)C=1. No catalyst specified.